From a dataset of Drug-target binding data from BindingDB using IC50 measurements. Regression. Given a target protein amino acid sequence and a drug SMILES string, predict the binding affinity score between them. We predict pIC50 (pIC50 = -log10(IC50 in M); higher means more potent). Dataset: bindingdb_ic50. (1) The drug is NCCOCCOc1ccc(Cl)c2c1C1(CCCCC1)NC(=O)N2. The target protein (Q14432) has sequence MAVPGDAARVRDKPVHSGVSQAPTAGRDCHHRADPASPRDSGCRGCWGDLVLQPLRSSRKLSSALCAGSLSFLLALLVRLVRGEVGCDLEQCKEAAAAEEEEAAPGAEGGVFPGPRGGAPGGGARLSPWLQPSALLFSLLCAFFWMGLYLLRAGVRLPLAVALLAACCGGEALVQIGLGVGEDHLLSLPAAGVVLSCLAAATWLVLRLRLGVLMIALTSAVRTVSLISLERFKVAWRPYLAYLAGVLGILLARYVEQILPQSAEAAPREHLGSQLIAGTKEDIPVFKRRRRSSSVVSAEMSGCSSKSHRRTSLPCIPREQLMGHSEWDHKRGPRGSQSSGTSITVDIAVMGEAHGLITDLLADPSLPPNVCTSLRAVSNLLSTQLTFQAIHKPRVNPVTSLSENYTCSDSEESSEKDKLAIPKRLRRSLPPGLLRRVSSTWTTTTSATGLPTLEPAPVRRDRSTSIKLQEAPSSSPDSWNNPVMMTLTKSRSFTSSYAIS.... The pIC50 is 4.0. (2) The compound is O=C([O-])COc1cc(OC(C(=O)O)C(=O)O)cc(C(=O)[O-])c1. The target protein (P0A6D3) has sequence MESLTLQPIARVDGTINLPGSKSVSNRALLLAALAHGKTVLTNLLDSDDVRHMLNALTALGVSYTLSADRTRCEIIGNGGPLHAEGALELFLGNAGTAMRPLAAALCLGSNDIVLTGEPRMKERPIGHLVDALRLGGAKITYLEQENYPPLRLQGGFTGGNVDVDGSVSSQFLTALLMTAPLAPEDTVIRIKGDLVSKPYIDITLNLMKTFGVEIENQHYQQFVVKGGQSYQSPGTYLVEGDASSASYFLAAAAIKGGTVKVTGIGRNSMQGDIRFADVLEKMGATICWGDDYISCTRGELNAIDMDMNHIPDAAMTIATAALFAKGTTTLRNIYNWRVKETDRLFAMATELRKVGAEVEEGHDYIRITPPEKLNFAEIATYNDHRMAMCFSLVALSDTPVTILDPKCTAKTFPDYFEQLARISQAA. The pIC50 is 2.7. (3) The drug is COc1cc(CC#Cc2cnc(N)nc2N)cc(OC)c1OC. The target protein sequence is MSEKNVSIVVAASVLSSGIGINGQLPWSISEDLKFFSKITNNKCDSNKKNALIMGRKTWDSIGRRPLKNRIIVVISSSLPQDEADPNVVVFRNLEDSIENLMNDDSIENIFVCGGESIYRDALKDNFVDRIYLTRVALEDIEFDTYFPEIPETFLPVYMSQTFCTKNISYDFMIFEKQEKKTLQNCDPARGQLKSIDDTVDLLGEIFGIRKMGNRHKFPKEEIYNTPSIRFGREHYEFQYLDLLSRVLENGAYRENRTGISTYSIFGQMMRFDMRESFPLLTTKKVAIRSIFEELIWFIKGDTNGNHLIEKKVYIWSGNGSKEYLERIGLGHREENDLGPIYGFQWRHYNGEYKTMHDDYTGVGVDQLAKLIETLKNNPKDRRHILTAWNPSALSQMALPPCHVLSQYYVTNDNCLSCNLYQRSCDLGLGSPFNIASYAILTMMLAQVCGYEPGELAIFIGDAHIYENHLTQLKEQLSRTPRPFPQLKFKRKVENIEDFK.... The pIC50 is 4.1. (4) The small molecule is CCCC(C(=O)NCC(=O)OCC)n1c(C(=O)c2ccccc2)nc2cc(Br)c(Br)cc21. The target protein sequence is MASQPNSSAKKKEEKGKNIQVVVRCRPFNLAERKASAHSIVECDPVRKEVSVRTGGLADKSSRKTYTFDMVFGASTKQIDVYRSVVCPILDEVIMGYNCTIFAYGQTGTGKTFTMEGERSPNEEYTWEEDPLAGIIPRTLHQIFEKLTDNGTEFSVKVSLLEIYNEELFDLLNPSSDVSERLQMFDDPRNKRGVIIKGLEEITVHNKDEVYQILEKGAAKRTTAATLMNAYSSRSHSVFSVTIHMKETTIDGEELVKIGKLNLVDLAGSENIGRSGAVDKRAREAGNINQSLLTLGRVITALVERTPHVPYRESKLTRILQDSLGGRTRTSIIATISPASLNLEETLSTLEYAHRAKNILNKPEVNQKLTKKALIKEYTEEIERLKRDLAAAREKNGVYISEENFRVMSGKLTVQEEQIVELIEKIGAVEEELNRVTELFMDNKNELDQCKSDLQNKTQELETTQKHLQETKLQLVKEEYITSALESTEEKLHDAASKLL.... The pIC50 is 5.9. (5) The drug is CN(C)C[C@@H]1CCn2cc(c3ccccc32)C2=C(C(=O)NC2=O)c2cn(c3ccccc23)CCO1. The target protein sequence is MDGTAAEPRPGAGSLQHAQPPPQPRKKRPEDFKFGKILGEGSFSTVVLARELATSREYAIKILEKRHIIKENKVPYVTRERDVMSRLDHPFFVKLYFTFQDDEKLYFGLSYVKNGELLKYIRKIGSFDETCTRFYTAEIVSALEYLHGKGIIHRDLKPENILLNEDMHIQITDFGTAKVLSPESKQARANSFVGTAQYVSPELLTEKSACKSSDLWALGCIIYQLVAGLPPFRAGNEYLIFQKIIKLEYDFPEKFFPKARDLVEKLLVLDATKRLGCEEMEGYGPLKAHPFFESVTWENLHQQTPPKLT. The pIC50 is 6.1.